Dataset: Full USPTO retrosynthesis dataset with 1.9M reactions from patents (1976-2016). Task: Predict the reactants needed to synthesize the given product. (1) Given the product [Cl:1][C:2]1[CH:3]=[C:4]([NH:5][C:19]2[C:24]([C:25]#[N:26])=[CH:23][N:22]=[C:21]3[S:27][C:28]4[CH2:29][N:30]([C:34]([O:36][C:37]([CH3:40])([CH3:39])[CH3:38])=[O:35])[CH2:31][CH2:32][C:33]=4[C:20]=23)[CH:6]=[CH:7][C:8]=1[O:9][CH2:10][C:11]1[CH:16]=[CH:15][CH:14]=[C:13]([F:17])[CH:12]=1, predict the reactants needed to synthesize it. The reactants are: [Cl:1][C:2]1[CH:3]=[C:4]([CH:6]=[CH:7][C:8]=1[O:9][CH2:10][C:11]1[CH:16]=[CH:15][CH:14]=[C:13]([F:17])[CH:12]=1)[NH2:5].Cl[C:19]1[C:24]([C:25]#[N:26])=[CH:23][N:22]=[C:21]2[S:27][C:28]3[CH2:29][N:30]([C:34]([O:36][C:37]([CH3:40])([CH3:39])[CH3:38])=[O:35])[CH2:31][CH2:32][C:33]=3[C:20]=12. (2) Given the product [CH3:47][O:11][C:10](=[O:12])[CH2:9][CH2:8][CH2:7][CH2:6][CH2:5][CH2:4][CH2:3][CH:2]([O:1][CH2:31][CH2:30][CH3:29])[CH:13]([O:23][CH2:42][CH2:43][CH3:44])[CH2:14][CH:15]([O:22][CH2:33][CH2:34][CH3:39])[CH2:16][CH2:17][CH2:18][CH2:19][CH2:20][CH3:21], predict the reactants needed to synthesize it. The reactants are: [OH:1][CH:2]([CH:13]([OH:23])[CH2:14][CH:15]([OH:22])[CH2:16][CH2:17][CH2:18][CH2:19][CH2:20][CH3:21])[CH2:3][CH2:4][CH2:5][CH2:6][CH2:7][CH2:8][CH2:9][C:10]([OH:12])=[O:11].C(O[C:29](=O)[CH2:30][CH3:31])(=O)CC.[CH3:33][C:34]1[CH:39]=CN=C(N)C=1C.[C:42](O)(=O)[CH2:43][CH3:44].[C:47]1(C)C(C)=CC=CC=1.